From a dataset of Forward reaction prediction with 1.9M reactions from USPTO patents (1976-2016). Predict the product of the given reaction. (1) Given the reactants [Na].[CH3:2][C@@:3]1([C:10]2[CH:15]=[CH:14][C:13]([O:16][C@H:17]3[CH2:22][CH2:21][CH2:20][CH2:19][O:18]3)=[CH:12][CH:11]=2)[C:7](=[O:8])[NH:6][C:5](=[O:9])[NH:4]1.[I-].[K+].Cl[CH2:26][C:27]([O:29][CH3:30])=[O:28], predict the reaction product. The product is: [CH3:2][C@@:3]1([C:10]2[CH:11]=[CH:12][C:13]([O:16][C@H:17]3[CH2:22][CH2:21][CH2:20][CH2:19][O:18]3)=[CH:14][CH:15]=2)[C:7](=[O:8])[N:6]([CH2:26][C:27]([O:29][CH3:30])=[O:28])[C:5](=[O:9])[NH:4]1. (2) Given the reactants Cl.[N:2]1[CH:7]=[CH:6][CH:5]=[CH:4][C:3]=1[C:8](Cl)=[O:9].CCN(CC)CC.[CH3:18][O:19][C:20]1[CH:21]=[C:22]([CH:24]=[CH:25][C:26]=1[O:27][C:28]1[N:33]=[CH:32][CH:31]=[CH:30][N:29]=1)[NH2:23], predict the reaction product. The product is: [CH3:18][O:19][C:20]1[CH:21]=[C:22]([NH:23][C:8](=[O:9])[C:3]2[CH:4]=[CH:5][CH:6]=[CH:7][N:2]=2)[CH:24]=[CH:25][C:26]=1[O:27][C:28]1[N:29]=[CH:30][CH:31]=[CH:32][N:33]=1. (3) Given the reactants [CH3:1][O:2][C:3]1[CH:8]=[CH:7][C:6]([S:9](Cl)(=[O:11])=[O:10])=[CH:5][CH:4]=1.[CH3:13][O:14][C:15]1[CH:21]=[CH:20][CH:19]=[CH:18][C:16]=1[NH2:17].C(N(CC)CC)C, predict the reaction product. The product is: [CH3:13][O:14][C:15]1[CH:21]=[CH:20][CH:19]=[CH:18][C:16]=1[NH:17][S:9]([C:6]1[CH:7]=[CH:8][C:3]([O:2][CH3:1])=[CH:4][CH:5]=1)(=[O:11])=[O:10]. (4) Given the reactants [C:1]([O:5][C:6]([N:8]1[CH2:12][C@@H:11]([NH:13][C:14]([C:16]2[C:24]3[C:19](=[CH:20][CH:21]=[CH:22][CH:23]=3)[N:18]([CH:25]([CH3:27])[CH3:26])[N:17]=2)=[O:15])[CH2:10][C@H:9]1[CH2:28][C:29](O)=[O:30])=[O:7])([CH3:4])([CH3:3])[CH3:2].[CH3:32][NH:33][CH3:34], predict the reaction product. The product is: [CH3:32][N:33]([CH3:34])[C:29](=[O:30])[CH2:28][C@@H:9]1[CH2:10][C@H:11]([NH:13][C:14]([C:16]2[C:24]3[C:19](=[CH:20][CH:21]=[CH:22][CH:23]=3)[N:18]([CH:25]([CH3:27])[CH3:26])[N:17]=2)=[O:15])[CH2:12][N:8]1[C:6]([O:5][C:1]([CH3:4])([CH3:3])[CH3:2])=[O:7].